Dataset: Full USPTO retrosynthesis dataset with 1.9M reactions from patents (1976-2016). Task: Predict the reactants needed to synthesize the given product. (1) Given the product [CH:6]([NH:7][CH2:8][CH2:9][NH:10][C:11]([C:13]1[C:14]([OH:37])=[C:15]2[C:20](=[CH:21][N:22]=1)[N:19]([CH2:23][C:24]1[CH:25]=[CH:26][CH:27]=[CH:28][CH:29]=1)[C:18](=[O:30])[C:17]([C:31]1[CH:32]=[CH:33][CH:34]=[CH:35][CH:36]=1)=[CH:16]2)=[O:12])=[O:5], predict the reactants needed to synthesize it. The reactants are: C([O:5][C:6](=O)[NH:7][CH2:8][CH2:9][NH:10][C:11]([C:13]1[C:14]([OH:37])=[C:15]2[C:20](=[CH:21][N:22]=1)[N:19]([CH2:23][C:24]1[CH:29]=[CH:28][CH:27]=[CH:26][CH:25]=1)[C:18](=[O:30])[C:17]([C:31]1[CH:36]=[CH:35][CH:34]=[CH:33][CH:32]=1)=[CH:16]2)=[O:12])(C)(C)C.FC(F)(F)C(O)=O.C(N(CC)CC)C.C(OCC)=O. (2) Given the product [N:3]1([CH2:9][CH2:10][O:11][C:12]2[CH:13]=[C:14]3[C:19](=[CH:20][CH:21]=2)[C:18](=[O:22])[CH2:17][CH2:16][CH2:15]3)[CH:7]=[CH:6][N:5]=[CH:4]1, predict the reactants needed to synthesize it. The reactants are: [H-].[Na+].[NH:3]1[CH:7]=[CH:6][N:5]=[CH:4]1.Cl[CH2:9][CH2:10][O:11][C:12]1[CH:13]=[C:14]2[C:19](=[CH:20][CH:21]=1)[C:18](=[O:22])[CH2:17][CH2:16][CH2:15]2. (3) Given the product [CH2:25]([C:29]1[CH:30]=[CH:31][C:32]([NH:33][C:6]2[CH:5]=[CH:4][C:3]([NH2:9])=[CH:2][CH:1]=2)=[CH:34][CH:35]=1)[CH2:26][CH2:27][CH3:28], predict the reactants needed to synthesize it. The reactants are: [C:1]12CC[C:6]1=[CH:5][CH:4]=[C:3]([N:9](C1C=CC(Br)=CC=1)C1C=CC3CCC=3C=1)[CH:2]=2.[CH2:25]([C:29]1[CH:35]=[CH:34][C:32]([NH2:33])=[CH:31][CH:30]=1)[CH2:26][CH2:27][CH3:28].CC(C)([O-])C.[Na+]. (4) Given the product [NH:24]1[CH:25]=[C:21]([CH:16]2[CH2:15][CH2:14][CH2:13][C:12]3[C:11]([NH:10][C:8](=[O:9])[N:37]([CH2:38][CH2:39][O:40][CH3:41])[CH2:36][CH2:35][O:34][CH3:33])=[CH:20][CH:19]=[CH:18][C:17]2=3)[N:22]=[CH:23]1, predict the reactants needed to synthesize it. The reactants are: O([C:8]([NH:10][C:11]1[CH:20]=[CH:19][CH:18]=[C:17]2[C:12]=1[CH2:13][CH2:14][CH2:15][CH:16]2[C:21]1[N:22]=[CH:23][N:24](C(OC(C)(C)C)=O)[CH:25]=1)=[O:9])C1C=CC=CC=1.[CH3:33][O:34][CH2:35][CH2:36][NH:37][CH2:38][CH2:39][O:40][CH3:41].